Dataset: Reaction yield outcomes from USPTO patents with 853,638 reactions. Task: Predict the reaction yield, written as a fraction of the theoretical maximum amount of product (1.0 means a 100% yield; for example, 0.34 means a 34% yield). (1) The product is [C:12]([C:15]1[C:20]([C:21]2[CH:22]=[CH:23][CH:24]=[CH:25][CH:26]=2)=[N:19][N:18]([CH2:27][CH3:28])[C:17](=[O:29])[C:16]=1[NH:3][C:4]1[C:9]([Cl:10])=[CH:8][N:7]=[CH:6][C:5]=1[Cl:11])(=[O:14])[CH3:13]. The yield is 0.167. The catalyst is C1COCC1.C(OCC)(=O)C. The reactants are [H-].[Na+].[NH2:3][C:4]1[C:9]([Cl:10])=[CH:8][N:7]=[CH:6][C:5]=1[Cl:11].[C:12]([C:15]1[C:20]([C:21]2[CH:26]=[CH:25][CH:24]=[CH:23][CH:22]=2)=[N:19][N:18]([CH2:27][CH3:28])[C:17](=[O:29])[C:16]=1[N+]([O-])=O)(=[O:14])[CH3:13].Cl. (2) The yield is 0.750. The product is [CH2:1]([C:9]1[CH:10]=[CH:11][C:12]([CH2:13][NH:14][C:33](=[O:34])[NH:32][CH2:35][C:36]([O:38][CH2:39][CH3:40])=[O:37])=[CH:15][CH:16]=1)[CH2:2][CH2:3][CH2:4][CH2:5][CH2:6][CH2:7][CH3:8]. The reactants are [CH2:1]([C:9]1[CH:16]=[CH:15][C:12]([CH2:13][NH2:14])=[CH:11][CH:10]=1)[CH2:2][CH2:3][CH2:4][CH2:5][CH2:6][CH2:7][CH3:8].C(C1C=CC(N)=CC=1)CCCCCCC.[N:32]([CH2:35][C:36]([O:38][CH2:39][CH3:40])=[O:37])=[C:33]=[O:34].N(CCC(OCC)=O)=C=O. No catalyst specified. (3) No catalyst specified. The reactants are CCCCCC.[H-].[Na+].[CH2:9]([C:13]1[NH:14][CH:15]=[CH:16][N:17]=1)[CH2:10][CH2:11][CH3:12].[CH3:18][Si:19]([CH3:26])([CH3:25])[CH2:20][CH2:21]OCCl.CN(C)[CH:29]=[O:30]. The yield is 0.960. The product is [CH2:9]([C:13]1[NH:14][CH:15]=[C:16]([CH2:29][O:30][CH:20]([Si:19]([CH3:18])([CH3:25])[CH3:26])[CH3:21])[N:17]=1)[CH2:10][CH2:11][CH3:12]. (4) The reactants are C[Si](C)(C)[O-].[K+].[CH3:7][C:8]([C@H:14]1[CH2:19][CH2:18][C@H:17]([C:20]2[CH:25]=[CH:24][C:23]([NH:26][C:27]([C:29]3[O:30][C:31]([NH:34][C:35]4[CH:40]=[C:39]([F:41])[C:38]([F:42])=[CH:37][C:36]=4[F:43])=[N:32][N:33]=3)=[O:28])=[CH:22][CH:21]=2)[CH2:16][CH2:15]1)([CH3:13])[C:9]([O:11]C)=[O:10].C(O)(=O)CC(CC(O)=O)(C(O)=O)O. The catalyst is C1COCC1. The product is [CH3:13][C:8]([C@H:14]1[CH2:19][CH2:18][C@H:17]([C:20]2[CH:21]=[CH:22][C:23]([NH:26][C:27]([C:29]3[O:30][C:31]([NH:34][C:35]4[CH:40]=[C:39]([F:41])[C:38]([F:42])=[CH:37][C:36]=4[F:43])=[N:32][N:33]=3)=[O:28])=[CH:24][CH:25]=2)[CH2:16][CH2:15]1)([CH3:7])[C:9]([OH:11])=[O:10]. The yield is 0.570. (5) The reactants are [N+:1]([C:4]1[CH:5]=[CH:6][C:7]2[CH2:13][CH2:12][CH2:11][CH2:10][N:9]([C:14](=[O:16])[CH3:15])[C:8]=2[CH:17]=1)([O-])=O. The catalyst is CCO.[Pd]. The product is [NH2:1][C:4]1[CH:5]=[CH:6][C:7]2[CH2:13][CH2:12][CH2:11][CH2:10][N:9]([C:14](=[O:16])[CH3:15])[C:8]=2[CH:17]=1. The yield is 0.900. (6) The reactants are C([O-])([O-])=O.[Na+].[Na+].I[C:8]1[CH:9]=[N:10][N:11]([C:13]([C:26]2[CH:31]=[CH:30][CH:29]=[CH:28][CH:27]=2)([C:20]2[CH:25]=[CH:24][CH:23]=[CH:22][CH:21]=2)[C:14]2[CH:19]=[CH:18][CH:17]=[CH:16][CH:15]=2)[CH:12]=1.[C:32]1(B(O)O)[CH:37]=[CH:36][CH:35]=[CH:34][CH:33]=1. The catalyst is C1(C)C=CC=CC=1.O.O.C1C=CC([P]([Pd]([P](C2C=CC=CC=2)(C2C=CC=CC=2)C2C=CC=CC=2)([P](C2C=CC=CC=2)(C2C=CC=CC=2)C2C=CC=CC=2)[P](C2C=CC=CC=2)(C2C=CC=CC=2)C2C=CC=CC=2)(C2C=CC=CC=2)C2C=CC=CC=2)=CC=1. The product is [C:32]1([C:8]2[CH:9]=[N:10][N:11]([C:13]([C:26]3[CH:31]=[CH:30][CH:29]=[CH:28][CH:27]=3)([C:20]3[CH:25]=[CH:24][CH:23]=[CH:22][CH:21]=3)[C:14]3[CH:19]=[CH:18][CH:17]=[CH:16][CH:15]=3)[CH:12]=2)[CH:37]=[CH:36][CH:35]=[CH:34][CH:33]=1. The yield is 0.594.